The task is: Predict the product of the given reaction.. This data is from Forward reaction prediction with 1.9M reactions from USPTO patents (1976-2016). (1) Given the reactants [C:1]([N:5]1[C:9]2=[N:10][C:11](F)=[CH:12][CH:13]=[C:8]2[C:7]([C:15]([OH:17])=O)=[N:6]1)([CH3:4])([CH3:3])[CH3:2].C([N:20](CC)CC)C.CCN=C=NCCCN(C)C.Cl.C1C=N[C:40]2N(O)N=[N:45][C:39]=2[CH:38]=1.C(N)(C)C, predict the reaction product. The product is: [CH:39]([NH:45][C:15]([C:7]1[C:8]2[C:9](=[N:10][C:11]([NH2:20])=[CH:12][CH:13]=2)[N:5]([C:1]([CH3:2])([CH3:3])[CH3:4])[N:6]=1)=[O:17])([CH3:40])[CH3:38]. (2) Given the reactants [OH-].[Na+].[Cl:3][C:4]1[N:9]=[C:8]([N:10]2[CH2:15][CH2:14][O:13][CH2:12][C@H:11]2[CH3:16])[CH:7]=[C:6]([CH2:17][S:18]([CH3:20])=[O:19])[N:5]=1.Br[CH2:22][CH2:23][O:24][CH2:25][CH2:26]Br, predict the reaction product. The product is: [Cl:3][C:4]1[N:9]=[C:8]([N:10]2[CH2:15][CH2:14][O:13][CH2:12][C@H:11]2[CH3:16])[CH:7]=[C:6]([C:17]2([S:18]([CH3:20])=[O:19])[CH2:26][CH2:25][O:24][CH2:23][CH2:22]2)[N:5]=1. (3) The product is: [CH3:15][O:14][CH2:13][CH2:12][N:9]1[C:10]2[C:5](=[CH:4][CH:3]=[C:2]([NH:1][C:22]([C:19]3[CH:20]=[CH:21][C:16]([C:25]4[CH:26]=[CH:27][CH:28]=[CH:29][CH:30]=4)=[CH:17][CH:18]=3)=[O:23])[CH:11]=2)[CH2:6][CH2:7][CH2:8]1. Given the reactants [NH2:1][C:2]1[CH:11]=[C:10]2[C:5]([CH2:6][CH2:7][CH2:8][N:9]2[CH2:12][CH2:13][O:14][CH3:15])=[CH:4][CH:3]=1.[C:16]1([C:25]2[CH:30]=[CH:29][CH:28]=[CH:27][CH:26]=2)[CH:21]=[CH:20][C:19]([C:22](O)=[O:23])=[CH:18][CH:17]=1.Cl.CN(C)CCCN=C=NCC, predict the reaction product. (4) Given the reactants Cl.Cl.[F:3][C:4]([F:25])([F:24])[C:5]1[CH:10]=[CH:9][C:8]([N:11]2[CH:15]=[CH:14][C:13]([CH2:16][N:17]3[CH2:22][CH2:21][CH:20]([NH2:23])[CH2:19][CH2:18]3)=[CH:12]2)=[CH:7][CH:6]=1.[Cl:26][C:27]1[CH:32]=[C:31]([Cl:33])[CH:30]=[CH:29][C:28]=1[N:34]=[C:35]=[O:36].CCN(C(C)C)C(C)C, predict the reaction product. The product is: [Cl:26][C:27]1[CH:32]=[C:31]([Cl:33])[CH:30]=[CH:29][C:28]=1[NH:34][C:35]([NH:23][CH:20]1[CH2:21][CH2:22][N:17]([CH2:16][C:13]2[CH:14]=[CH:15][N:11]([C:8]3[CH:9]=[CH:10][C:5]([C:4]([F:3])([F:24])[F:25])=[CH:6][CH:7]=3)[CH:12]=2)[CH2:18][CH2:19]1)=[O:36]. (5) Given the reactants [C:1]([O:5][C:6]([N:8]1[CH2:13][CH2:12][N:11]([C:14]([O:16][C:17]([CH3:20])([CH3:19])[CH3:18])=[O:15])[CH2:10][C@@H:9]1CC=O)=[O:7])([CH3:4])([CH3:3])[CH3:2].[C:24]([CH:29]=P(C1C=CC=CC=1)(C1C=CC=CC=1)C1C=CC=CC=1)([O:26][CH2:27][CH3:28])=[O:25].[CH2:49]1COC[CH2:50]1, predict the reaction product. The product is: [C:1]([O:5][C:6]([N:8]1[CH2:13][CH2:12][N:11]([C:14]([O:16][C:17]([CH3:18])([CH3:19])[CH3:20])=[O:15])[CH2:10][C@@H:9]1[CH2:49][CH:50]=[CH:29][C:24]([O:26][CH2:27][CH3:28])=[O:25])=[O:7])([CH3:3])([CH3:4])[CH3:2].